Dataset: Full USPTO retrosynthesis dataset with 1.9M reactions from patents (1976-2016). Task: Predict the reactants needed to synthesize the given product. (1) Given the product [CH:1]1([CH2:6][C@H:7]([NH:14][C:15](=[O:21])[O:16][C:17]([CH3:18])([CH3:19])[CH3:20])[C:8](=[O:9])[CH:22]=[CH2:23])[CH2:2][CH2:3][CH2:4][CH2:5]1, predict the reactants needed to synthesize it. The reactants are: [CH:1]1([CH2:6][C@H:7]([NH:14][C:15](=[O:21])[O:16][C:17]([CH3:20])([CH3:19])[CH3:18])[C:8](N(OC)C)=[O:9])[CH2:5][CH2:4][CH2:3][CH2:2]1.[CH:22]([Mg]Br)=[CH2:23]. (2) Given the product [Cl:1][C:2]1[CH:3]=[C:4]([OH:11])[CH:6]=[CH:7][C:8]=1[O:9][CH3:10], predict the reactants needed to synthesize it. The reactants are: [Cl:1][C:2]1[CH:3]=[C:4]([CH:6]=[CH:7][C:8]=1[O:9][CH3:10])N.[OH:11]S(O)(=O)=O.N([O-])=O.[Na+]. (3) Given the product [Si:14]([O:1][CH2:2][C@@H:3]1[NH:7][C:6](=[O:8])[CH2:5][CH2:4]1)([C:17]([CH3:20])([CH3:19])[CH3:18])([CH3:16])[CH3:15], predict the reactants needed to synthesize it. The reactants are: [OH:1][CH2:2][C@@H:3]1[NH:7][C:6](=[O:8])[CH2:5][CH2:4]1.N1C=CN=C1.[Si:14](Cl)([C:17]([CH3:20])([CH3:19])[CH3:18])([CH3:16])[CH3:15].C(OCC)(=O)C.